From a dataset of Full USPTO retrosynthesis dataset with 1.9M reactions from patents (1976-2016). Predict the reactants needed to synthesize the given product. (1) Given the product [CH3:10][O:11][CH2:12][CH2:13][CH2:14][C:16]1[CH:17]=[CH:18][C:19]([S:26][CH3:27])=[C:20]([CH:25]=1)[C:21]([O:23][CH3:24])=[O:22], predict the reactants needed to synthesize it. The reactants are: B1C2CCCC1CCC2.[CH3:10][O:11][CH2:12][CH:13]=[CH2:14].Br[C:16]1[CH:17]=[CH:18][C:19]([S:26][CH3:27])=[C:20]([CH:25]=1)[C:21]([O:23][CH3:24])=[O:22].P([O-])([O-])([O-])=O.[K+].[K+].[K+]. (2) Given the product [C:14]([O:13][C:11](=[O:18])[NH:12][C:2]1[CH:7]=[C:6]([Cl:8])[C:5]([C:9]#[N:10])=[CH:4][N:3]=1)([CH3:17])([CH3:16])[CH3:15], predict the reactants needed to synthesize it. The reactants are: Cl[C:2]1[CH:7]=[C:6]([Cl:8])[C:5]([C:9]#[N:10])=[CH:4][N:3]=1.[C:11](=[O:18])([O:13][C:14]([CH3:17])([CH3:16])[CH3:15])[NH2:12].CC1(C)C2C(=C(P(C3C=CC=CC=3)C3C=CC=CC=3)C=CC=2)OC2C(P(C3C=CC=CC=3)C3C=CC=CC=3)=CC=CC1=2.C([O-])([O-])=O.[K+].[K+]. (3) Given the product [CH2:7]([N:23]1[C:18]2[CH:19]=[CH:20][CH:21]=[CH:22][C:17]=2[CH:15]=[CH:27][S:24]1(=[O:26])=[O:25])[C:8]1[CH:13]=[CH:12][CH:11]=[CH:10][CH:9]=1, predict the reactants needed to synthesize it. The reactants are: C(=O)([O-])[O-].[Cs+].[Cs+].[CH2:7](Br)[C:8]1[CH:13]=[CH:12][CH:11]=[CH:10][CH:9]=1.[CH:15]([C:17]1[CH:22]=[CH:21][CH:20]=[CH:19][C:18]=1[NH:23][S:24]([CH3:27])(=[O:26])=[O:25])=O. (4) Given the product [CH:1]1[C:9]2[C:8]3[CH:10]=[CH:11][CH:12]=[CH:13][C:7]=3[O:6][C:5]=2[CH:4]=[CH:3][C:2]=1[CH2:14][C:15]1[C:24]2[C:19](=[CH:20][C:21]([O:27][CH3:28])=[C:22]([O:25][CH3:26])[CH:23]=2)[CH:18]=[N+:17]([O-:37])[CH:16]=1, predict the reactants needed to synthesize it. The reactants are: [CH:1]1[C:9]2[C:8]3[CH:10]=[CH:11][CH:12]=[CH:13][C:7]=3[O:6][C:5]=2[CH:4]=[CH:3][C:2]=1[CH2:14][C:15]1[C:24]2[C:19](=[CH:20][C:21]([O:27][CH3:28])=[C:22]([O:25][CH3:26])[CH:23]=2)[CH:18]=[N:17][CH:16]=1.C1C=C(Cl)C=C(C(OO)=[O:37])C=1. (5) Given the product [Cl:1][C:2]1[CH:7]=[CH:6][CH:5]=[C:4]([Cl:8])[C:3]=1[NH:9][C:10]1[NH:14][C:13]2[C:15]([N+:29]([O-:31])=[O:30])=[C:16]([OH:23])[C:17]([C:19]([O:21][CH3:22])=[O:20])=[CH:18][C:12]=2[N:11]=1, predict the reactants needed to synthesize it. The reactants are: [Cl:1][C:2]1[CH:7]=[CH:6][CH:5]=[C:4]([Cl:8])[C:3]=1[NH:9][C:10]1[NH:14][C:13]2[CH:15]=[C:16]([OH:23])[C:17]([C:19]([O:21][CH3:22])=[O:20])=[CH:18][C:12]=2[N:11]=1.OS(O)(=O)=O.[N+:29]([O-])([O-:31])=[O:30].[K+]. (6) Given the product [CH:1]1([NH:4][C:5]([C:7]2[CH:12]=[C:11]([C:13]3[C:14]([C:27]([NH:70][CH2:69][C:66]4[CH:67]=[CH:68][C:63]([CH3:62])=[CH:64][CH:65]=4)=[O:28])=[CH:15][C:16]([C:19]([NH:21][CH2:22][C:23]([CH3:25])([CH3:26])[CH3:24])=[O:20])=[CH:17][CH:18]=3)[C:10]([CH3:30])=[CH:9][CH:8]=2)=[O:6])[CH2:2][CH2:3]1, predict the reactants needed to synthesize it. The reactants are: [CH:1]1([NH:4][C:5]([C:7]2[CH:8]=[CH:9][C:10]([CH3:30])=[C:11]([C:13]3[C:14]([C:27](O)=[O:28])=[CH:15][C:16]([C:19]([NH:21][CH2:22][C:23]([CH3:26])([CH3:25])[CH3:24])=[O:20])=[CH:17][CH:18]=3)[CH:12]=2)=[O:6])[CH2:3][CH2:2]1.CN(C(ON1N=NC2C=CC=CC1=2)=[N+](C)C)C.F[P-](F)(F)(F)(F)F.CCN(CC)CC.[CH3:62][C:63]1[CH:68]=[CH:67][C:66]([CH2:69][NH2:70])=[CH:65][CH:64]=1. (7) Given the product [CH2:21]([O:20][C:18]([CH2:17][C:15]1[CH:16]=[C:11]([C:8]2[CH:9]=[CH:10][C:5]([C:4]([OH:37])=[O:3])=[CH:6][C:7]=2[CH2:23][NH:24][CH2:25][CH3:26])[CH:12]=[N:13][CH:14]=1)=[O:19])[CH3:22], predict the reactants needed to synthesize it. The reactants are: C([O:3][C:4](=[O:37])[C:5]1[CH:10]=[CH:9][C:8]([C:11]2[CH:12]=[N:13][CH:14]=[C:15]([CH2:17][C:18]([O:20][CH2:21][CH3:22])=[O:19])[CH:16]=2)=[C:7]([CH2:23][N:24](C(OCC2C=CC=CC=2)=O)[CH2:25][CH3:26])[CH:6]=1)C. (8) Given the product [C:26]([C:28]1[CH:33]=[C:32]([C:34]([F:37])([F:36])[F:35])[CH:31]=[CH:30][C:29]=1[N:38]1[CH2:43][CH2:42][O:41][C:40]2[CH:44]=[C:45]([S:49]([NH:8][C:9]3[S:10][CH:11]=[CH:12][N:13]=3)(=[O:51])=[O:50])[CH:46]=[C:47]([F:48])[C:39]1=2)#[N:27], predict the reactants needed to synthesize it. The reactants are: COC1C=CC(C[NH:8][C:9]2[S:10][CH:11]=[CH:12][N:13]=2)=CC=1.C[Si]([N-][Si](C)(C)C)(C)C.[Li+].[C:26]([C:28]1[CH:33]=[C:32]([C:34]([F:37])([F:36])[F:35])[CH:31]=[CH:30][C:29]=1[N:38]1[CH2:43][CH2:42][O:41][C:40]2[CH:44]=[C:45]([S:49](Cl)(=[O:51])=[O:50])[CH:46]=[C:47]([F:48])[C:39]1=2)#[N:27].CO.